Task: Predict which catalyst facilitates the given reaction.. Dataset: Catalyst prediction with 721,799 reactions and 888 catalyst types from USPTO (1) Reactant: Cl.[N+:2]([C:5]1[CH:6]=[C:7]([CH:11]=[CH:12][CH:13]=1)[C:8]([NH2:10])=[NH:9])([O-:4])=[O:3].C([O-])(O)=O.[Na+].O.[N+:20]([C:23]1[CH:24]=[C:25]([CH:30]=[CH:31][CH:32]=1)[C:26](=O)[CH2:27]Br)([O-:22])=[O:21]. Product: [N+:2]([C:5]1[CH:6]=[C:7]([C:8]2[NH:10][C:26]([C:25]3[CH:30]=[CH:31][CH:32]=[C:23]([N+:20]([O-:22])=[O:21])[CH:24]=3)=[CH:27][N:9]=2)[CH:11]=[CH:12][CH:13]=1)([O-:4])=[O:3]. The catalyst class is: 1. (2) Reactant: [NH2:1][C@H:2]([CH:11]1[CH2:13][CH2:12]1)[C:3]([NH:5][CH2:6][C:7](OC)=[O:8])=[O:4].CCN(CC)CC. Product: [CH:11]1([C@H:2]2[NH:1][C:7](=[O:8])[CH2:6][NH:5][C:3]2=[O:4])[CH2:13][CH2:12]1. The catalyst class is: 5. (3) Reactant: C(OC([N:8]1[CH2:13][CH2:12][CH:11]([NH:14][CH:15]2[CH:22]3[CH2:23][CH:18]4[CH2:19][CH:20]([CH2:24][CH:16]2[CH2:17]4)[CH2:21]3)[CH2:10][CH2:9]1)=O)(C)(C)C.[ClH:25]. Product: [ClH:25].[ClH:25].[CH:22]12[CH2:21][CH:20]3[CH2:19][CH:18]([CH2:17][CH:16]([CH2:24]3)[CH:15]1[NH:14][CH:11]1[CH2:12][CH2:13][NH:8][CH2:9][CH2:10]1)[CH2:23]2. The catalyst class is: 12. (4) Reactant: Cl[C:2]1[CH:7]=[C:6]([CH:8]2[CH2:13][CH2:12][N:11]([C:14]([O:16][C:17]([CH3:20])([CH3:19])[CH3:18])=[O:15])[CH2:10][CH2:9]2)[CH:5]=[C:4]([Cl:21])[N:3]=1.[NH2:22][C:23]1[CH:28]=[C:27]([C:29]#[N:30])[CH:26]=[CH:25][N:24]=1.C1(P(C2C=CC=CC=2)C2C3OC4C(=CC=CC=4P(C4C=CC=CC=4)C4C=CC=CC=4)C(C)(C)C=3C=CC=2)C=CC=CC=1.C(=O)([O-])[O-].[K+].[K+]. Product: [Cl:21][C:4]1[CH:5]=[C:6]([CH:8]2[CH2:13][CH2:12][N:11]([C:14]([O:16][C:17]([CH3:20])([CH3:19])[CH3:18])=[O:15])[CH2:10][CH2:9]2)[CH:7]=[C:2]([NH:22][C:23]2[CH:28]=[C:27]([C:29]#[N:30])[CH:26]=[CH:25][N:24]=2)[N:3]=1. The catalyst class is: 110. (5) Reactant: Cl.[O:2]1[C:6]2[CH2:7][CH2:8][NH:9][CH2:10][CH2:11][C:5]=2[CH:4]=[CH:3]1.C([O-])(O)=O.[Na+].[C:17](O[C:17]([O:19][C:20]([CH3:23])([CH3:22])[CH3:21])=[O:18])([O:19][C:20]([CH3:23])([CH3:22])[CH3:21])=[O:18]. Product: [C:20]([O:19][C:17]([N:9]1[CH2:10][CH2:11][C:5]2[CH:4]=[CH:3][O:2][C:6]=2[CH2:7][CH2:8]1)=[O:18])([CH3:23])([CH3:22])[CH3:21]. The catalyst class is: 95.